Task: Regression. Given two drug SMILES strings and cell line genomic features, predict the synergy score measuring deviation from expected non-interaction effect.. Dataset: NCI-60 drug combinations with 297,098 pairs across 59 cell lines (1) Drug 1: CCC1(CC2CC(C3=C(CCN(C2)C1)C4=CC=CC=C4N3)(C5=C(C=C6C(=C5)C78CCN9C7C(C=CC9)(C(C(C8N6C)(C(=O)OC)O)OC(=O)C)CC)OC)C(=O)OC)O.OS(=O)(=O)O. Drug 2: CCN(CC)CCCC(C)NC1=C2C=C(C=CC2=NC3=C1C=CC(=C3)Cl)OC. Cell line: MDA-MB-435. Synergy scores: CSS=26.6, Synergy_ZIP=-7.45, Synergy_Bliss=-7.43, Synergy_Loewe=-14.6, Synergy_HSA=-7.40. (2) Drug 1: CC1=C(C(=CC=C1)Cl)NC(=O)C2=CN=C(S2)NC3=CC(=NC(=N3)C)N4CCN(CC4)CCO. Drug 2: B(C(CC(C)C)NC(=O)C(CC1=CC=CC=C1)NC(=O)C2=NC=CN=C2)(O)O. Cell line: CCRF-CEM. Synergy scores: CSS=28.0, Synergy_ZIP=-0.769, Synergy_Bliss=-2.08, Synergy_Loewe=-20.9, Synergy_HSA=-0.684. (3) Cell line: SK-MEL-5. Drug 1: CC1=C(C(CCC1)(C)C)C=CC(=CC=CC(=CC(=O)O)C)C. Drug 2: CC1C(C(CC(O1)OC2CC(OC(C2O)C)OC3=CC4=CC5=C(C(=O)C(C(C5)C(C(=O)C(C(C)O)O)OC)OC6CC(C(C(O6)C)O)OC7CC(C(C(O7)C)O)OC8CC(C(C(O8)C)O)(C)O)C(=C4C(=C3C)O)O)O)O. Synergy scores: CSS=55.6, Synergy_ZIP=3.27, Synergy_Bliss=5.33, Synergy_Loewe=-27.7, Synergy_HSA=4.15. (4) Drug 1: CC1=CC2C(CCC3(C2CCC3(C(=O)C)OC(=O)C)C)C4(C1=CC(=O)CC4)C. Drug 2: C1CC(C1)(C(=O)O)C(=O)O.[NH2-].[NH2-].[Pt+2]. Cell line: OVCAR-5. Synergy scores: CSS=8.62, Synergy_ZIP=-2.93, Synergy_Bliss=-0.126, Synergy_Loewe=-9.06, Synergy_HSA=-3.40. (5) Drug 1: CCCCC(=O)OCC(=O)C1(CC(C2=C(C1)C(=C3C(=C2O)C(=O)C4=C(C3=O)C=CC=C4OC)O)OC5CC(C(C(O5)C)O)NC(=O)C(F)(F)F)O. Drug 2: C(CN)CNCCSP(=O)(O)O. Cell line: KM12. Synergy scores: CSS=65.2, Synergy_ZIP=0.872, Synergy_Bliss=2.49, Synergy_Loewe=-32.5, Synergy_HSA=0.435. (6) Drug 1: C1=NC2=C(N1)C(=S)N=CN2. Drug 2: COCCOC1=C(C=C2C(=C1)C(=NC=N2)NC3=CC=CC(=C3)C#C)OCCOC.Cl. Cell line: PC-3. Synergy scores: CSS=18.5, Synergy_ZIP=-5.82, Synergy_Bliss=-0.466, Synergy_Loewe=-2.23, Synergy_HSA=-2.10. (7) Drug 1: CC1=C(C=C(C=C1)NC2=NC=CC(=N2)N(C)C3=CC4=NN(C(=C4C=C3)C)C)S(=O)(=O)N.Cl. Drug 2: CC1=C2C(C(=O)C3(C(CC4C(C3C(C(C2(C)C)(CC1OC(=O)C(C(C5=CC=CC=C5)NC(=O)C6=CC=CC=C6)O)O)OC(=O)C7=CC=CC=C7)(CO4)OC(=O)C)O)C)OC(=O)C. Cell line: MCF7. Synergy scores: CSS=40.1, Synergy_ZIP=8.35, Synergy_Bliss=8.49, Synergy_Loewe=-22.6, Synergy_HSA=6.51. (8) Drug 1: C1=C(C(=O)NC(=O)N1)F. Drug 2: C1=CC=C(C(=C1)C(C2=CC=C(C=C2)Cl)C(Cl)Cl)Cl. Cell line: MOLT-4. Synergy scores: CSS=44.2, Synergy_ZIP=13.0, Synergy_Bliss=13.8, Synergy_Loewe=7.52, Synergy_HSA=14.1. (9) Drug 1: CN(C)N=NC1=C(NC=N1)C(=O)N. Drug 2: CCC1(C2=C(COC1=O)C(=O)N3CC4=CC5=C(C=CC(=C5CN(C)C)O)N=C4C3=C2)O.Cl. Cell line: OVCAR3. Synergy scores: CSS=37.3, Synergy_ZIP=-8.91, Synergy_Bliss=0.351, Synergy_Loewe=-26.7, Synergy_HSA=1.39.